Dataset: Forward reaction prediction with 1.9M reactions from USPTO patents (1976-2016). Task: Predict the product of the given reaction. (1) Given the reactants [CH3:1][CH2:2][CH2:3][CH2:4][CH2:5]/[CH:6]=[CH:7]\[CH2:8]/[CH:9]=[CH:10]\[CH2:11][CH2:12][CH2:13][CH2:14][CH2:15][CH2:16][CH2:17][C:18]([OH:20])=[O:19].CCCCCC=CCC=CCCCCCCCC(O)=O, predict the reaction product. The product is: [CH3:1][CH2:2][CH2:3][CH2:4][CH2:5][CH2:6][CH2:7][CH2:8]/[CH:9]=[CH:10]\[CH2:11][CH2:12][CH2:13][CH2:14][CH2:15][CH2:16][CH2:17][C:18]([OH:20])=[O:19]. (2) Given the reactants Cl[C:2]1[N:7]2[N:8]=[C:9]([NH:11][C:12](=[O:19])[C:13]3[CH:18]=[CH:17][CH:16]=[N:15][CH:14]=3)[N:10]=[C:6]2[CH:5]=[C:4]([Cl:20])[CH:3]=1.[CH:21]1([NH2:27])[CH2:26][CH2:25][CH2:24][CH2:23][CH2:22]1, predict the reaction product. The product is: [Cl:20][C:4]1[CH:3]=[C:2]([NH:27][CH:21]2[CH2:26][CH2:25][CH2:24][CH2:23][CH2:22]2)[N:7]2[N:8]=[C:9]([NH:11][C:12](=[O:19])[C:13]3[CH:18]=[CH:17][CH:16]=[N:15][CH:14]=3)[N:10]=[C:6]2[CH:5]=1. (3) The product is: [OH:74][C:75]([CH3:79])([CH3:78])[CH2:76][O:35][C:34](=[O:36])[C:33]1[CH:37]=[CH:38][CH:39]=[C:31]([NH:30][C:28]([C@H:9]2[C@H:8]([C:4]3[CH:5]=[CH:6][CH:7]=[C:2]([Cl:1])[C:3]=3[F:40])[C@:12]([C:15]3[CH:20]=[CH:19][C:18]([Cl:21])=[CH:17][C:16]=3[F:22])([C:13]#[N:14])[C@H:11]([CH2:23][C:24]([CH3:27])([CH3:25])[CH3:26])[NH:10]2)=[O:29])[CH:32]=1. Given the reactants [Cl:1][C:2]1[C:3]([F:40])=[C:4]([C@@H:8]2[C@:12]([C:15]3[CH:20]=[CH:19][C:18]([Cl:21])=[CH:17][C:16]=3[F:22])([C:13]#[N:14])[C@H:11]([CH2:23][C:24]([CH3:27])([CH3:26])[CH3:25])[NH:10][C@H:9]2[C:28]([NH:30][C:31]2[CH:32]=[C:33]([CH:37]=[CH:38][CH:39]=2)[C:34]([OH:36])=[O:35])=[O:29])[CH:5]=[CH:6][CH:7]=1.CN(C(ON1N=NC2C=CC=NC1=2)=[N+](C)C)C.F[P-](F)(F)(F)(F)F.CCN(C(C)C)C(C)C.[OH:74][C:75]([CH3:79])([CH3:78])[CH2:76]N, predict the reaction product.